From a dataset of Forward reaction prediction with 1.9M reactions from USPTO patents (1976-2016). Predict the product of the given reaction. (1) The product is: [CH3:36][O:35][C:33]([N:11]([CH:12]([CH3:13])[CH3:14])[NH:10][C:8]([C:6]1[C:5]([NH:15][C:16]([C:18]2[N:19]([C:24]3[C:29]([Cl:30])=[CH:28][CH:27]=[CH:26][N:25]=3)[N:20]=[C:21]([Br:23])[CH:22]=2)=[O:17])=[C:4]([CH3:31])[CH:3]=[C:2]([Cl:1])[N:7]=1)=[O:9])=[O:34]. Given the reactants [Cl:1][C:2]1[N:7]=[C:6]([C:8]([NH:10][NH:11][CH:12]([CH3:14])[CH3:13])=[O:9])[C:5]([NH:15][C:16]([C:18]2[N:19]([C:24]3[C:29]([Cl:30])=[CH:28][CH:27]=[CH:26][N:25]=3)[N:20]=[C:21]([Br:23])[CH:22]=2)=[O:17])=[C:4]([CH3:31])[CH:3]=1.Cl[C:33]([O:35][CH3:36])=[O:34], predict the reaction product. (2) Given the reactants [N+:1]([C:4]1[CH:21]=[CH:20][C:7]([O:8][C:9]2[CH:14]=[CH:13][C:12]([C:15]3[O:16][CH:17]=[CH:18][N:19]=3)=[CH:11][CH:10]=2)=[CH:6][CH:5]=1)([O-])=O, predict the reaction product. The product is: [O:16]1[CH:17]=[CH:18][N:19]=[C:15]1[C:12]1[CH:13]=[CH:14][C:9]([O:8][C:7]2[CH:20]=[CH:21][C:4]([NH2:1])=[CH:5][CH:6]=2)=[CH:10][CH:11]=1. (3) Given the reactants [CH2:1]([O:3][C:4](=[O:22])[CH:5]([CH2:12][C:13]1[CH:18]=[CH:17][C:16]([O:19][CH3:20])=[CH:15][C:14]=1[F:21])[C:6](=[O:11])[C:7]([F:10])([F:9])[F:8])[CH3:2].[C:23](=O)([O-])[O-].[Cs+].[Cs+].COS(C1C=CC(C)=CC=1)(=O)=O.P(=O)(O)(O)O, predict the reaction product. The product is: [CH2:1]([O:3][C:4](=[O:22])[C:5]([CH2:12][C:13]1[CH:18]=[CH:17][C:16]([O:19][CH3:20])=[CH:15][C:14]=1[F:21])=[C:6]([O:11][CH3:23])[C:7]([F:9])([F:8])[F:10])[CH3:2].